This data is from Catalyst prediction with 721,799 reactions and 888 catalyst types from USPTO. The task is: Predict which catalyst facilitates the given reaction. Reactant: [CH2:1]([O:5][CH:6]([O:8][NH:9][C:10](=[O:28])[CH2:11][CH2:12][CH2:13][CH2:14][CH2:15][CH2:16][C:17]([NH:19][C:20]1[CH:25]=[CH:24][C:23]([CH2:26][OH:27])=[CH:22][CH:21]=1)=[O:18])[CH3:7])[CH:2]([CH3:4])[CH3:3]. Product: [CH2:1]([O:5][CH:6]([O:8][NH:9][C:10](=[O:28])[CH2:11][CH2:12][CH2:13][CH2:14][CH2:15][CH2:16][C:17]([NH:19][C:20]1[CH:21]=[CH:22][C:23]([CH:26]=[O:27])=[CH:24][CH:25]=1)=[O:18])[CH3:7])[CH:2]([CH3:4])[CH3:3]. The catalyst class is: 177.